This data is from Reaction yield outcomes from USPTO patents with 853,638 reactions. The task is: Predict the reaction yield, written as a fraction of the theoretical maximum amount of product (1.0 means a 100% yield; for example, 0.34 means a 34% yield). The yield is 0.0800. The reactants are [CH3:1][O:2][C:3]1[CH:8]=[CH:7][C:6]([C:9]2[NH:13][N:12]=[N:11][N:10]=2)=[CH:5][CH:4]=1.[F:14][C:15]1[CH:20]=[CH:19][C:18]([C:21]([N:23]2[CH2:28][CH2:27][CH2:26][C@@H:25](O)[CH2:24]2)=[O:22])=[CH:17][CH:16]=1. The product is [F:14][C:15]1[CH:20]=[CH:19][C:18]([C:21]([N:23]2[CH2:24][CH2:25][CH2:26][C@H:27]([N:12]3[N:11]=[N:10][C:9]([C:6]4[CH:7]=[CH:8][C:3]([O:2][CH3:1])=[CH:4][CH:5]=4)=[N:13]3)[CH2:28]2)=[O:22])=[CH:17][CH:16]=1. No catalyst specified.